This data is from Catalyst prediction with 721,799 reactions and 888 catalyst types from USPTO. The task is: Predict which catalyst facilitates the given reaction. Reactant: [CH3:1][C:2]([C:4]1[CH:9]=[CH:8][C:7]([Cl:10])=[CH:6][C:5]=1[OH:11])=[O:3].Cl[C:13]1[C:22]2[C:17](=[CH:18][C:19]([O:25][CH3:26])=[C:20]([O:23][CH3:24])[CH:21]=2)[N:16]=[CH:15][CH:14]=1. Product: [Cl:10][C:7]1[CH:8]=[CH:9][C:4]([C:2](=[O:3])[CH3:1])=[C:5]([O:11][C:13]2[C:22]3[C:17](=[CH:18][C:19]([O:25][CH3:26])=[C:20]([O:23][CH3:24])[CH:21]=3)[N:16]=[CH:15][CH:14]=2)[CH:6]=1. The catalyst class is: 420.